The task is: Binary Classification. Given a miRNA mature sequence and a target amino acid sequence, predict their likelihood of interaction.. This data is from Experimentally validated miRNA-target interactions with 360,000+ pairs, plus equal number of negative samples. (1) The miRNA is hsa-miR-663b with sequence GGUGGCCCGGCCGUGCCUGAGG. The protein sequence of the target gene is MVNENTRMYVPEENHQGSNYGSPRPAHANMNANAAAGLAPEHIPTPGAALSWQAAIDAARQAKLMGSAGNATISTVSSTQRKRQQYGKPKKQGGTTATRPPRALLCLTLKNPIRRACISIVEWKPFEIIILLTIFANCVALAIYIPFPEDDSNATNSNLERVEYLFLIIFTVEAFLKVIAYGLLFHPNAYLRNGWNLLDFIIVVVGLFSAILEQATKADGANALGGKGAGFDVKALRAFRVLRPLRLVSGVPSLQVVLNSIIKAMVPLLHIALLVLFVIIIYAIIGLELFMGKMHKTCYN.... Result: 0 (no interaction). (2) The miRNA is hsa-miR-485-5p with sequence AGAGGCUGGCCGUGAUGAAUUC. The protein sequence of the target gene is MGLLAFRDVALEFSPEEWECLDPAQRSLYRDVMLENYRNLISLGEDSFNMQFLFHSLAMSKPELIICLEARKEPWNVNTEKTARHSVLSSYLTEDILPEQGLQVSFQKVMLRRYERCCLEKLRLRNDWEIVGEWKGQKASYNGLDLCSATTHSKNFQCNKCVKGFSKFANLNKCKISHTGEKPFKCKECGNVSCMSLIMTQQQRIHIGENPYQCKKCGKAFNECSCFTDCKRIHVGEKHCKCEECNNIFKSCSSLAVVEKNHTEKKTYRCEECGKAFNLCSVLTKHKKIHTGEKPYKCEE.... Result: 1 (interaction). (3) The miRNA is cel-miR-236-3p with sequence UAAUACUGUCAGGUAAUGACGCU. The protein sequence of the target gene is MFRHVAQNLGSRNTSIQSYRLLRTRWERGYLKDLYHRRQILGADPAISRSSYPNWDYDSELYAFGHRIGAPEISEDQYIKALTNESFFQRADVEENVESAQPGAEVGTEHNAELVKRGEQNLSIWLKRYLRFHLAKAPEELIEAIDSHLLDDECLAGIASHLGIDHLVRTKEFPISQESSADAFRALAGVFSDEKVKNLVIDFIVPQLVDIDFADIYPLADPLAVVTDLLKSNGVTEIEPRVLRSAGENSAEPIYVVAIYADKLKNVGQSAGESLAIAVDMAAREALLRLWDITSEKVLF.... Result: 1 (interaction). (4) Result: 0 (no interaction). The miRNA is hsa-miR-181b-2-3p with sequence CUCACUGAUCAAUGAAUGCA. The protein sequence of the target gene is MLGKCIKKASSTVGQSIRYSSGDVRRVTLIPGDGIGPEISASVQKIFEAADAPIAWDPVDVTPVKGRDGVFRIPSRCIELMHANKVGLKGPLETPIGKGHRSLNLAVRKEFSLYANVRPCRSLEGHKTLYDNVDVVTIRENTEGEYSGIEHEIVPGVVQSIKLITETASRNVASFAFEYARQNGRKVVTAVHKANIMRQSDGLFLSICREQAALYPDIKFKEAYLDTVCLNMVQDPSQYDVLVMPNLYGDILSDLCAGLVGGLGVTPSGNIGKGAAVFESVHGTAPDIAGQDKANPTALL.... (5) The miRNA is bta-miR-150 with sequence UCUCCCAACCCUUGUACCAGUGU. The protein sequence of the target gene is MWGRLWPLLFSFLTVTAVPGPSLRRPSRELDATPRLTISYEELSQIRHFKGQTQNYSTLLLEEASERLLVGARGALFSLSARDIRDRTHKEIHWEASPEMQSKCHQKGKNNQTECFNHVRFLQRLNATHFYACGTHAFQPLCAAIDAETFILPTSFEEGKEKCPYDPARGFTGLIIDGGLYTATRYEFRSIPDIRRSRHPHSLRTEEAPMHWLNDAEFVFSVLVRESKTSAVGDDDKIYFFFMEREEGSSSFTQSRSSHRVARVARVCKGDLGGKKILQKKWTSFLKARLICHIPQYETL.... Result: 0 (no interaction). (6) The miRNA is hsa-miR-6842-3p with sequence UUGGCUGGUCUCUGCUCCGCAG. Result: 0 (no interaction). The protein sequence of the target gene is MSSILPFTPPVVKRLLGWKKSAGGSGGAGGGEQNGQEEKWCEKAVKSLVKKLKKTGRLDELEKAITTQNCNTKCVTIPSTCSEIWGLSTPNTIDQWDTTGLYSFSEQTRSLDGRLQVSHRKGLPHVIYCRLWRWPDLHSHHELKAIENCEYAFNLKKDEVCVNPYHYQRVETPVLPPVLVPRHTEILTELPPLDDYTHSIPENTNFPAGIEPQSNYIPETPPPGYISEDGETSDQQLNQSMDTGSPAELSPTTLSPVNHSLDLQPVTYSEPAFWCSIAYYELNQRVGETFHASQPSLTVD.... (7) The miRNA is mmu-miR-129-2-3p with sequence AAGCCCUUACCCCAAAAAGCAU. The protein sequence of the target gene is MLGLTQHAQKVWRMKPFSPEVSPGSSPATAGHLLRISTLFLTLLELAQVCRGSVVSNRPFITVWNGDTHWCLTEYGVDVDVSVFDVVANKEQSFQGSNMTIFYREELGTYPYYTPTGEPVFGGLPQNASLVTHLAHTFQDIKAAMPEPDFSGLAVIDWEAWRPRWAFNWDSKDIYRQRSMELVQAEHPDWPETLVEAAAKNQFQEAAEAWMAGTLQLGQVLRPRGLWGYYGFPDCYNNDFLSLNYTGQCPVFVRDQNDQLGWLWNQSYALYPSIYLPAALMGTEKSQMYVRHRVQEALRV.... Result: 1 (interaction). (8) The miRNA is hsa-miR-558 with sequence UGAGCUGCUGUACCAAAAU. The protein sequence of the target gene is MVRLVLPNPGLDARIPSLAELETIEQEEASSRPKWDNKAQYMLTCLGFCVGLGNVWRFPYLCQSHGGGAFMIPFLILLVLEGIPLLYLEFAIGQRLRRGSLGVWSSIHPALKGLGLASMLTSFMVGLYYNTIISWIMWYLFNSFQEPLPWSDCPLNENQTGYVDECARSSPVDYFWYRETLNISTSISDSGSIQWWMLLCLACAWSVLYMCTIRGIETTGKAVYITSTLPYVVLTIFLIRGLTLKGATNGIVFLFTPNVTELAQPDTWLDAGAQVFFSFSLAFGGLISFSSYNSVHNNCE.... Result: 0 (no interaction). (9) The protein sequence of the target gene is MEPEPVEDCVQSTLAALYPPFEATAPTLLGQVFQVVERTYREDALRYTLDFLVPAKHLLAKVQQEACAQYSGFLFFHEGWPLCLHEQVVVQLAALPWQLLRPGDFYLQVVPSAAQAPRLALKCLAPGGGRVQEVPVPNEACAYLFTPEWLQGINKDRPTGRLSTCLLSAPSGIQRLPWAELICPRFVHKEGLMVGHQPSTLPPELPSGPPGLPSPPLPEEALGTRSPGDGHNAPVEGPEGEYVELLEVTLPVRGSPTDAEGSPGLSRVRTVPTRKGAGGKGRHRRHRAWMHQKGLGPRGQ.... The miRNA is hsa-miR-4432 with sequence AAAGACUCUGCAAGAUGCCU. Result: 0 (no interaction). (10) The miRNA is hsa-miR-6508-3p with sequence UGGGCCAUGCAUUUCUAGAACU. The protein sequence of the target gene is MLGWCEAIARNPHRIPNNTRTPEISGDLADASQTSTLNEKSPGRSASRSSNISKASSPTTGTAPRSQSRLSVCPSTQDICRICHCEGDEESPLITPCRCTGTLRFVHQSCLHQWIKSSDTRCCELCKYDFIMETKLKPLRKWEKLQMTTSERRKIFCSVTFHVIAITCVVWSLYVLIDRTAEEIKQGNDNGVLEWPFWTKLVVVAIGFTGGLVFMYVQCKVYVQLWRRLKAYNRVIFVQNCPDTAKKLEKNFSCNVNTDIKDAVVVPVPQTGANSLPSAEGGPPEVVSV. Result: 0 (no interaction).